Dataset: Reaction yield outcomes from USPTO patents with 853,638 reactions. Task: Predict the reaction yield, written as a fraction of the theoretical maximum amount of product (1.0 means a 100% yield; for example, 0.34 means a 34% yield). (1) The reactants are CN(C(ON1N=NC2C=CC=NC1=2)=[N+](C)C)C.F[P-](F)(F)(F)(F)F.[N:25]1([C:31]2[N:36]=[CH:35][CH:34]=[CH:33][N:32]=2)[CH2:30][CH2:29][NH:28][CH2:27][CH2:26]1.[CH3:37][O:38][C:39]1[CH:40]=[CH:41][C:42]2[NH:46][C:45](=[O:47])[N:44]([CH2:48][C@H:49]3[CH2:54][CH2:53][C@H:52]([C:55](O)=[O:56])[CH2:51][CH2:50]3)[C:43]=2[CH:58]=1. The catalyst is C(Cl)Cl. The product is [CH3:37][O:38][C:39]1[CH:40]=[CH:41][C:42]2[NH:46][C:45](=[O:47])[N:44]([CH2:48][C@H:49]3[CH2:54][CH2:53][C@H:52]([C:55]([N:28]4[CH2:29][CH2:30][N:25]([C:31]5[N:32]=[CH:33][CH:34]=[CH:35][N:36]=5)[CH2:26][CH2:27]4)=[O:56])[CH2:51][CH2:50]3)[C:43]=2[CH:58]=1. The yield is 0.570. (2) The product is [CH2:1]([O:8][C@H:9]1[C@H:15]([O:16][CH2:17][C:18]2[CH:23]=[CH:22][CH:21]=[CH:20][CH:19]=2)[C@@H:14]([O:24][CH2:25][C:26]2[CH:31]=[CH:30][CH:29]=[CH:28][CH:27]=2)[C@:13]2([C:33]3[CH:38]=[CH:37][C:36]([Cl:39])=[C:35]([CH2:40][C:41]4[CH:42]=[CH:43][C:44]([O:47][C:48]([F:51])([F:50])[F:49])=[CH:45][CH:46]=4)[CH:34]=3)[O:32][C@@:10]1([CH:52]([OH:53])[CH3:54])[CH2:11][O:12]2)[C:2]1[CH:3]=[CH:4][CH:5]=[CH:6][CH:7]=1. The yield is 0.143. The reactants are [CH2:1]([O:8][C@H:9]1[C@H:15]([O:16][CH2:17][C:18]2[CH:23]=[CH:22][CH:21]=[CH:20][CH:19]=2)[C@@H:14]([O:24][CH2:25][C:26]2[CH:31]=[CH:30][CH:29]=[CH:28][CH:27]=2)[C@:13]2([C:33]3[CH:38]=[CH:37][C:36]([Cl:39])=[C:35]([CH2:40][C:41]4[CH:46]=[CH:45][C:44]([O:47][C:48]([F:51])([F:50])[F:49])=[CH:43][CH:42]=4)[CH:34]=3)[O:32][C@@:10]1([CH:52]=[O:53])[CH2:11][O:12]2)[C:2]1[CH:7]=[CH:6][CH:5]=[CH:4][CH:3]=1.[CH3:54][Mg]Br. The catalyst is O1CCCC1. (3) The reactants are [CH2:1]1[C:14]2[C:13]3[CH:12]=[CH:11][CH:10]=[CH:9][C:8]=3[NH:7][C:6]=2[CH2:5][CH2:4][N:3]([C:15]([O:17][C:18]([CH3:21])([CH3:20])[CH3:19])=[O:16])[CH2:2]1.I[CH2:23][C:24]([NH2:26])=[O:25].[H-].[Na+]. The catalyst is CN(C=O)C. The product is [NH2:26][C:24](=[O:25])[CH2:23][N:7]1[C:8]2[CH:9]=[CH:10][CH:11]=[CH:12][C:13]=2[C:14]2[CH2:1][CH2:2][N:3]([C:15]([O:17][C:18]([CH3:21])([CH3:20])[CH3:19])=[O:16])[CH2:4][CH2:5][C:6]1=2. The yield is 0.190.